This data is from CYP3A4 substrate classification data from Carbon-Mangels et al.. The task is: Regression/Classification. Given a drug SMILES string, predict its absorption, distribution, metabolism, or excretion properties. Task type varies by dataset: regression for continuous measurements (e.g., permeability, clearance, half-life) or binary classification for categorical outcomes (e.g., BBB penetration, CYP inhibition). Dataset: cyp3a4_substrate_carbonmangels. (1) The compound is Cc1ncc([N+](=O)[O-])n1CCO. The result is 0 (non-substrate). (2) The molecule is CC[C@H]1CN2CC[C@H]1C[C@@H]2[C@@H](O)c1ccnc2ccc(OC)cc12. The result is 0 (non-substrate). (3) The drug is C[C@H]1c2cccc(O)c2C(=O)C2=C(O)[C@]3(O)C(=O)C(C(N)=O)=C(O)[C@@H](N(C)C)[C@@H]3[C@@H](O)[C@@H]21. The result is 1 (substrate). (4) The molecule is COc1ccc(C(=O)Nc2ccccc2CC[C@H]2CCCCN2C)cc1. The result is 0 (non-substrate).